The task is: Predict the reaction yield, written as a fraction of the theoretical maximum amount of product (1.0 means a 100% yield; for example, 0.34 means a 34% yield).. This data is from Reaction yield outcomes from USPTO patents with 853,638 reactions. (1) The reactants are FC(F)(F)C(O)=O.C(OC(=O)[NH:14][CH2:15][C:16]([C:19]1[CH:24]=[CH:23][C:22]([O:25][C:26]2[CH:31]=[CH:30][C:29]([C:32](=[O:34])[NH2:33])=[CH:28][N:27]=2)=[CH:21][CH:20]=1)([CH3:18])[CH3:17])(C)(C)C. The catalyst is ClCCl. The product is [NH2:14][CH2:15][C:16]([C:19]1[CH:20]=[CH:21][C:22]([O:25][C:26]2[CH:31]=[CH:30][C:29]([C:32]([NH2:33])=[O:34])=[CH:28][N:27]=2)=[CH:23][CH:24]=1)([CH3:18])[CH3:17]. The yield is 0.710. (2) The reactants are [N+:1]([C:4]1[CH:5]=[C:6]2[C:10](=[CH:11][CH:12]=1)[NH:9][CH:8]=[CH:7]2)([O-:3])=[O:2].[Al+3].[Cl-].[Cl-].[Cl-].Br[C:18]([CH3:21])([CH3:20])[CH3:19]. The catalyst is C(Cl)Cl. The product is [C:18]([C:7]1[C:6]2[C:10](=[CH:11][CH:12]=[C:4]([N+:1]([O-:3])=[O:2])[CH:5]=2)[NH:9][CH:8]=1)([CH3:21])([CH3:20])[CH3:19]. The yield is 0.310. (3) The reactants are CC1(C)C[O:6][B:5]([C:8]2[CH:13]=[CH:12][C:11]([CH2:14][CH2:15]CC(O)=O)=[CH:10][CH:9]=2)[O:4]C1.B(C1C=CC(CCCC(O)=O)=CC=1)(O)O.[C:36]([C:38]1[CH:39]=[C:40]([NH:44][C:45](=[O:56])[O:46]CCC2C=CC(Br)=CC=2)[CH:41]=[CH:42][CH:43]=1)#[N:37].CC1(C)COB(B2OCC(C)(C)CO2)OC1.B(O)O. No catalyst specified. The product is [C:36]([C:38]1[CH:39]=[C:40]([NH:44][C:45]([O:56][CH2:15][CH2:14][C:11]2[CH:10]=[CH:9][C:8]([B:5]([OH:4])[OH:6])=[CH:13][CH:12]=2)=[O:46])[CH:41]=[CH:42][CH:43]=1)#[N:37]. The yield is 0.720. (4) The reactants are [N:1]1[CH:6]=[CH:5][CH:4]=[CH:3][C:2]=1[NH:7][N:8]=[CH:9][C:10](=[O:12])[CH3:11].[CH:13]([CH:15]=O)=[O:14]. The catalyst is O.CO.CCOC(C)=O. The product is [OH:12][C:10]1[C:9]([C:13](=[O:14])[CH3:15])=[N:8][N:7]([C:2]2[CH:3]=[CH:4][CH:5]=[CH:6][N:1]=2)[CH:11]=1. The yield is 0.0260. (5) The reactants are C(OC([N:8]1[CH2:13][CH2:12][CH:11]([C:14]2[C:15]3[S:26][CH:25]=[CH:24][C:16]=3[N:17]([CH2:19][C:20]([F:23])([F:22])[F:21])[N:18]=2)[CH2:10][CH2:9]1)=O)(C)(C)C.[ClH:27]. No catalyst specified. The product is [ClH:27].[NH:8]1[CH2:9][CH2:10][CH:11]([C:14]2[C:15]3[S:26][CH:25]=[CH:24][C:16]=3[N:17]([CH2:19][C:20]([F:23])([F:22])[F:21])[N:18]=2)[CH2:12][CH2:13]1. The yield is 0.740. (6) The reactants are [CH3:1][S:2]([C:4]1[CH:5]=[C:6]([CH2:10][C:11]([OH:13])=[O:12])[CH:7]=[CH:8][CH:9]=1)=[O:3].[C:14](N1C=CN=C1)(N1C=CN=C1)=O.CO. The catalyst is C1COCC1. The product is [CH3:1][S:2]([C:4]1[CH:5]=[C:6]([CH2:10][C:11]([O:13][CH3:14])=[O:12])[CH:7]=[CH:8][CH:9]=1)=[O:3]. The yield is 0.820.